The task is: Predict the reaction yield, written as a fraction of the theoretical maximum amount of product (1.0 means a 100% yield; for example, 0.34 means a 34% yield).. This data is from Reaction yield outcomes from USPTO patents with 853,638 reactions. (1) The reactants are [Br:1][C:2]1[C:8]([F:9])=[CH:7][CH:6]=[CH:5][C:3]=1[NH2:4].Cl[C:11](Cl)([O:13]C(=O)OC(Cl)(Cl)Cl)Cl.C(N(CC)CC)C.[NH2:29][C:30]1[C:31]([OH:41])=[C:32]([S:37]([NH2:40])(=[O:39])=[O:38])[C:33]([Cl:36])=[CH:34][CH:35]=1. The yield is 0.0700. The catalyst is C1(C)C=CC=CC=1.CN(C=O)C. The product is [Cl:36][C:33]1[CH:34]=[CH:35][C:30]([NH:29][C:11]([NH:4][C:3]2[CH:5]=[CH:6][CH:7]=[C:8]([F:9])[C:2]=2[Br:1])=[O:13])=[C:31]([OH:41])[C:32]=1[S:37]([NH2:40])(=[O:39])=[O:38]. (2) The reactants are O=[C:2]([C:6]1[CH:7]=[N:8][CH:9]=[CH:10][CH:11]=1)[CH2:3][C:4]#[N:5].[CH3:12][NH:13][NH2:14]. The catalyst is C(O)C. The product is [CH3:12][N:13]1[C:2]([C:6]2[CH:7]=[N:8][CH:9]=[CH:10][CH:11]=2)=[CH:3][C:4]([NH2:5])=[N:14]1. The yield is 0.0614. (3) The catalyst is [N+](CC)([O-])=O.O.C(OCC)(=O)C. The reactants are [S:1](Cl)([N:4]=C=O)(=[O:3])=[O:2].[CH2:8]1[C:16]2[C:11](=[CH:12][C:13]([NH2:17])=[CH:14][CH:15]=2)[CH2:10][CH2:9]1.[Cl-].[Al+3].[Cl-].[Cl-]. The product is [NH2:17][C:13]1[CH:12]=[C:11]2[C:16]([CH2:8][CH2:9][CH2:10]2)=[CH:15][C:14]=1[S:1]([NH2:4])(=[O:2])=[O:3].[NH2:17][C:13]1[CH:14]=[CH:15][C:16]2[CH2:8][CH2:9][CH2:10][C:11]=2[C:12]=1[S:1]([NH2:4])(=[O:2])=[O:3]. The yield is 0.210. (4) The reactants are [Br:1][C:2]1[CH:3]=[C:4]2[C:10]([CH2:11][C:12]3[CH:17]=[CH:16][C:15]([N:18]([CH3:20])[CH3:19])=[CH:14][CH:13]=3)=[N:9][NH:8][C:5]2=[N:6][CH:7]=1.[H-].[Na+].[C:23]([O:29][CH2:30]Cl)(=[O:28])[C:24]([CH3:27])([CH3:26])[CH3:25].[Cl-].[NH4+]. The catalyst is CN(C)C=O. The product is [Br:1][C:2]1[CH:3]=[C:4]2[C:10]([CH2:11][C:12]3[CH:17]=[CH:16][C:15]([N:18]([CH3:19])[CH3:20])=[CH:14][CH:13]=3)=[N:9][N:8]([CH2:30][O:29][C:23](=[O:28])[C:24]([CH3:27])([CH3:26])[CH3:25])[C:5]2=[N:6][CH:7]=1. The yield is 0.770. (5) The reactants are O=O.[CH3:3][O:4][CH2:5][O:6][CH2:7][C:8]([C:10]1[N:11]=[CH:12][C:13]([NH:16][C:17](=[O:22])[C:18]([CH3:21])([CH3:20])[CH3:19])=[N:14][CH:15]=1)=[O:9].C(O)[C@H](O)[C@H]1OC(=O)C(O)=C1O.C(O)C(F)(F)F.[H][H]. No catalyst specified. The product is [OH:9][C@@H:8]([C:10]1[N:11]=[CH:12][C:13]([NH:16][C:17](=[O:22])[C:18]([CH3:20])([CH3:19])[CH3:21])=[N:14][CH:15]=1)[CH2:7][O:6][CH2:5][O:4][CH3:3]. The yield is 0.940. (6) The reactants are [C:1]([O:5][CH2:6][CH2:7][C:8]1[CH:13]=[CH:12][C:11]([N:14]2[C:18]3[CH:19]=[CH:20][C:21]([NH2:23])=[CH:22][C:17]=3[N:16]=[C:15]2[CH2:24][CH3:25])=[CH:10][CH:9]=1)(=[O:4])[CH2:2][CH3:3].[CH3:26][S:27](Cl)(=[O:29])=[O:28].N1C=CC=CC=1.C(O)(=O)CC(CC(O)=O)(C(O)=O)O. The catalyst is ClCCl. The product is [C:1]([O:5][CH2:6][CH2:7][C:8]1[CH:9]=[CH:10][C:11]([N:14]2[C:18]3[CH:19]=[CH:20][C:21]([NH:23][S:27]([CH3:26])(=[O:29])=[O:28])=[CH:22][C:17]=3[N:16]=[C:15]2[CH2:24][CH3:25])=[CH:12][CH:13]=1)(=[O:4])[CH2:2][CH3:3]. The yield is 0.880. (7) The reactants are [In].[Cl-].[In+3].[Cl-].[Cl-].[Cl-].[Li+].C(N(C)C)CCC.I[C:16]1[CH:21]=[CH:20][CH:19]=[CH:18][C:17]=1[N:22]([CH2:33][CH:34]=[CH:35][CH2:36]OC(=O)C)[S:23]([C:26]1[CH:32]=[CH:31][C:29]([CH3:30])=[CH:28][CH:27]=1)(=[O:25])=[O:24]. The catalyst is CN(C=O)C.C1C=CC([P]([Pd]([P](C2C=CC=CC=2)(C2C=CC=CC=2)C2C=CC=CC=2)([P](C2C=CC=CC=2)(C2C=CC=CC=2)C2C=CC=CC=2)[P](C2C=CC=CC=2)(C2C=CC=CC=2)C2C=CC=CC=2)(C2C=CC=CC=2)C2C=CC=CC=2)=CC=1. The product is [C:29]1([CH3:30])[CH:31]=[CH:32][C:26]([S:23]([N:22]2[C:17]3[C:18](=[CH:19][CH:20]=[CH:21][CH:16]=3)[CH:34]([CH:35]=[CH2:36])[CH2:33]2)(=[O:24])=[O:25])=[CH:27][CH:28]=1. The yield is 0.560. (8) The yield is 0.480. The reactants are [F:1][C:2]1[CH:3]=[C:4]([S:17][C:18]2[CH:27]=[CH:26][C:21]([C:22]([O:24][CH3:25])=[O:23])=[CH:20][C:19]=2[N+:28]([O-])=O)[CH:5]=[CH:6][C:7]=1[NH:8][C:9]([O:11][CH2:12][C:13]([Cl:16])([Cl:15])[Cl:14])=[O:10].[NH4+].[Cl-].C1COCC1.O. The catalyst is CCO.[Fe]. The product is [NH2:28][C:19]1[CH:20]=[C:21]([CH:26]=[CH:27][C:18]=1[S:17][C:4]1[CH:5]=[CH:6][C:7]([NH:8][C:9]([O:11][CH2:12][C:13]([Cl:16])([Cl:14])[Cl:15])=[O:10])=[C:2]([F:1])[CH:3]=1)[C:22]([O:24][CH3:25])=[O:23].